From a dataset of Reaction yield outcomes from USPTO patents with 853,638 reactions. Predict the reaction yield, written as a fraction of the theoretical maximum amount of product (1.0 means a 100% yield; for example, 0.34 means a 34% yield). (1) The reactants are [Si:1]([O:8][C:9]1[CH:10]=[C:11]([CH:18]=[CH:19][C:20]=1[O:21][Si:22]([C:25]([CH3:28])([CH3:27])[CH3:26])([CH3:24])[CH3:23])[CH2:12][C@@H:13]([C:15]([OH:17])=[O:16])[NH2:14])([C:4]([CH3:7])([CH3:6])[CH3:5])([CH3:3])[CH3:2].O.C([O-])(O)=O.[Na+].[C:35](O[C:35]([O:37][C:38]([CH3:41])([CH3:40])[CH3:39])=[O:36])([O:37][C:38]([CH3:41])([CH3:40])[CH3:39])=[O:36]. The catalyst is O1CCCC1. The product is [Si:1]([O:8][C:9]1[CH:10]=[C:11]([CH:18]=[CH:19][C:20]=1[O:21][Si:22]([C:25]([CH3:28])([CH3:27])[CH3:26])([CH3:23])[CH3:24])[CH2:12][C@@H:13]([C:15]([OH:17])=[O:16])[NH:14][C:35]([O:37][C:38]([CH3:41])([CH3:40])[CH3:39])=[O:36])([C:4]([CH3:5])([CH3:7])[CH3:6])([CH3:3])[CH3:2]. The yield is 0.700. (2) The reactants are [CH3:1][O:2][C:3]1[CH:11]=[C:10]2[C:6]([C:7]([C:12]#[N:13])=[CH:8][NH:9]2)=[CH:5][CH:4]=1.[CH3:14][C:15]([O:18][C:19](O[C:19]([O:18][C:15]([CH3:17])([CH3:16])[CH3:14])=[O:20])=[O:20])([CH3:17])[CH3:16].O. The catalyst is C(Cl)Cl.CN(C1C=CN=CC=1)C. The product is [C:15]([O:18][C:19]([N:9]1[C:10]2[C:6](=[CH:5][CH:4]=[C:3]([O:2][CH3:1])[CH:11]=2)[C:7]([C:12]#[N:13])=[CH:8]1)=[O:20])([CH3:17])([CH3:16])[CH3:14]. The yield is 0.860. (3) The reactants are [Cl:1][C:2]1[C:3]([CH3:29])=[C:4]([NH:10][C@H:11]([C@@H:26]([OH:28])[CH3:27])[C:12]([NH:14][NH:15][C:16](=[O:25])[C:17]2[CH:22]=[CH:21][C:20]([C:23]#[N:24])=[CH:19][CH:18]=2)=[O:13])[CH:5]=[CH:6][C:7]=1[C:8]#[N:9].[CH3:30][C:31]([Si:34](Cl)([CH3:36])[CH3:35])([CH3:33])[CH3:32].N1C=CN=C1. No catalyst specified. The product is [Si:34]([O:28][C@@H:26]([CH3:27])[C@@H:11]([NH:10][C:4]1[CH:5]=[CH:6][C:7]([C:8]#[N:9])=[C:2]([Cl:1])[C:3]=1[CH3:29])[C:12]([NH:14][NH:15][C:16](=[O:25])[C:17]1[CH:22]=[CH:21][C:20]([C:23]#[N:24])=[CH:19][CH:18]=1)=[O:13])([C:31]([CH3:33])([CH3:32])[CH3:30])([CH3:36])[CH3:35]. The yield is 0.840. (4) The reactants are [Cl:1][C:2]1[CH:3]=[C:4]([CH:7]=[CH:8][CH:9]=1)[CH2:5][NH2:6].[C:10]([NH:18][C:19]1[S:20][C:21]([C:25](Cl)=[O:26])=[C:22]([CH3:24])[N:23]=1)(=[O:17])[C:11]1[CH:16]=[CH:15][CH:14]=[CH:13][CH:12]=1. No catalyst specified. The product is [Cl:1][C:2]1[CH:3]=[C:4]([CH:7]=[CH:8][CH:9]=1)[CH2:5][NH:6][C:25]([C:21]1[S:20][C:19]([NH:18][C:10](=[O:17])[C:11]2[CH:12]=[CH:13][CH:14]=[CH:15][CH:16]=2)=[N:23][C:22]=1[CH3:24])=[O:26]. The yield is 0.430. (5) The reactants are [Br:1][C:2]1[N:7]=[CH:6][C:5]([CH:8]=[O:9])=[CH:4][CH:3]=1.[CH2:10](O)[CH2:11][OH:12].O.C1(C)C=CC(S(O)(=O)=O)=CC=1.C(=O)([O-])O.[Na+]. The catalyst is O.C1(C)C=CC=CC=1. The product is [Br:1][C:2]1[CH:3]=[CH:4][C:5]([CH:8]2[O:12][CH2:11][CH2:10][O:9]2)=[CH:6][N:7]=1. The yield is 0.970. (6) The reactants are I[C:2]1[CH:3]=[C:4]([CH:7]=[CH:8][CH:9]=1)[C:5]#[N:6].[CH3:10][NH:11][C@H:12]([C:14]([OH:16])=[O:15])[CH3:13].C(=O)([O-])[O-].[Cs+].[Cs+].[OH-].[Na+]. The catalyst is [Cu](I)I.CS(C)=O.CN(C=O)C. The product is [C:5]([C:4]1[CH:3]=[C:2]([N:11]([CH3:10])[C@H:12]([C:14]([OH:16])=[O:15])[CH3:13])[CH:9]=[CH:8][CH:7]=1)#[N:6]. The yield is 0.810. (7) The reactants are [Cl:1][C:2]1[N:3]=[CH:4][N:5]([C:7]2[CH:12]=[CH:11][C:10]([NH:13][C:14]3[N:15]=[C:16]([N:29]4[CH2:37][CH2:36][C:31]5(OCC[O:32]5)[CH2:30]4)[C:17]4[CH2:22][CH2:21][CH:20]([C:23]5[CH:28]=[CH:27][CH:26]=[CH:25][CH:24]=5)[C:18]=4[N:19]=3)=[CH:9][C:8]=2[O:38][CH3:39])[CH:6]=1.Cl.CC(C)=O. The catalyst is C1COCC1. The product is [Cl:1][C:2]1[N:3]=[CH:4][N:5]([C:7]2[CH:12]=[CH:11][C:10]([NH:13][C:14]3[N:15]=[C:16]([N:29]4[CH2:37][CH2:36][C:31](=[O:32])[CH2:30]4)[C:17]4[CH2:22][CH2:21][CH:20]([C:23]5[CH:28]=[CH:27][CH:26]=[CH:25][CH:24]=5)[C:18]=4[N:19]=3)=[CH:9][C:8]=2[O:38][CH3:39])[CH:6]=1. The yield is 0.0529. (8) The reactants are [CH2:1]([O:5][C:6]1[C:15]2[C:10](=[CH:11][CH:12]=[C:13]([CH:16]=[O:17])[CH:14]=2)[C:9](=[O:18])[N:8]([CH2:19][CH:20]2[CH2:22][CH2:21]2)[C:7]=1[CH2:23][NH:24][C:25](=[O:31])[O:26][C:27]([CH3:30])([CH3:29])[CH3:28])[CH2:2][CH2:3][CH3:4].O1CCC[CH2:33]1. The catalyst is [O-2].[O-2].[Mn+4]. The product is [CH2:1]([O:5][C:6]1[C:15]2[C:10](=[CH:11][CH:12]=[C:13]([CH:16]=[O:17])[CH:14]=2)[C:9](=[O:18])[N:8]([CH2:19][C:20]([CH3:33])([CH3:21])[CH3:22])[C:7]=1[CH2:23][NH:24][C:25](=[O:31])[O:26][C:27]([CH3:28])([CH3:30])[CH3:29])[CH2:2][CH2:3][CH3:4]. The yield is 0.916. (9) The reactants are Cl[C:2]([O:4][CH2:5][C:6]([Cl:9])([Cl:8])[Cl:7])=[O:3].[NH2:10][C:11]1[N:15]([CH2:16][CH2:17][OH:18])[N:14]=[C:13]([C:19]([CH3:22])([CH3:21])[CH3:20])[CH:12]=1.[OH-].[Na+]. The catalyst is CCOC(C)=O. The product is [Cl:7][C:6]([Cl:9])([Cl:8])[CH2:5][O:4][C:2](=[O:3])[NH:10][C:11]1[N:15]([CH2:16][CH2:17][OH:18])[N:14]=[C:13]([C:19]([CH3:22])([CH3:20])[CH3:21])[CH:12]=1. The yield is 0.180. (10) The reactants are [NH2:1][C:2]1[C:3]([CH3:13])=[C:4]([CH:9]=[C:10]([Br:12])[CH:11]=1)[C:5]([O:7][CH3:8])=[O:6].[S:14]1[CH2:19][CH2:18][C:17](=O)[CH2:16][CH2:15]1.C(O)(=O)C.C(O[BH-](OC(=O)C)OC(=O)C)(=O)C.[Na+].C([O-])(O)=O.[Na+]. The catalyst is ClC(Cl)C. The product is [Br:12][C:10]1[CH:11]=[C:2]([NH:1][CH:17]2[CH2:18][CH2:19][S:14][CH2:15][CH2:16]2)[C:3]([CH3:13])=[C:4]([CH:9]=1)[C:5]([O:7][CH3:8])=[O:6]. The yield is 0.710.